This data is from Peptide-MHC class I binding affinity with 185,985 pairs from IEDB/IMGT. The task is: Regression. Given a peptide amino acid sequence and an MHC pseudo amino acid sequence, predict their binding affinity value. This is MHC class I binding data. (1) The peptide sequence is KETVEKAVA. The MHC is Mamu-A11 with pseudo-sequence Mamu-A11. The binding affinity (normalized) is 0.0131. (2) The peptide sequence is WYETVKVNY. The MHC is HLA-B44:02 with pseudo-sequence HLA-B44:02. The binding affinity (normalized) is 0.0847. (3) The peptide sequence is FTNKLINGY. The MHC is HLA-A23:01 with pseudo-sequence HLA-A23:01. The binding affinity (normalized) is 0.0847.